This data is from Catalyst prediction with 721,799 reactions and 888 catalyst types from USPTO. The task is: Predict which catalyst facilitates the given reaction. Reactant: [OH:1][CH2:2][C:3]1[NH:4][C:5]([C:12]2[CH:13]=[C:14]([CH:19]=[CH:20][C:21]=2[CH3:22])[C:15]([O:17]C)=[O:16])=[C:6]([C:8]([F:11])([F:10])[F:9])[N:7]=1. Product: [OH:1][CH2:2][C:3]1[NH:4][C:5]([C:12]2[CH:13]=[C:14]([CH:19]=[CH:20][C:21]=2[CH3:22])[C:15]([OH:17])=[O:16])=[C:6]([C:8]([F:9])([F:11])[F:10])[N:7]=1. The catalyst class is: 201.